Dataset: Full USPTO retrosynthesis dataset with 1.9M reactions from patents (1976-2016). Task: Predict the reactants needed to synthesize the given product. Given the product [NH2:12][C:6]1[NH:7][C:8](=[O:11])[C:9]2[NH:10][C:2]([CH3:1])=[CH:3][C:4]=2[N:5]=1, predict the reactants needed to synthesize it. The reactants are: [CH3:1][C:2]1[NH:10][C:9]2[C:8](=[O:11])[NH:7][C:6]([NH:12]C(=O)OC)=[N:5][C:4]=2[CH:3]=1.CC(O)=O.